From a dataset of Catalyst prediction with 721,799 reactions and 888 catalyst types from USPTO. Predict which catalyst facilitates the given reaction. (1) Reactant: [OH:1][C@H:2]1[CH2:6][N:5]([C:7]([O:9][CH2:10][C:11]2[CH:16]=[CH:15][C:14]([N+:17]([O-:19])=[O:18])=[CH:13][CH:12]=2)=[O:8])[C@H:4]([C:20]([C:22]2[N:23]=[CH:24][N:25]3[CH:29]=[CH:28][S:27][C:26]=23)=[O:21])[CH2:3]1.CN(C=O)C.C(N(CC)CC)C.[CH3:42][S:43](Cl)(=[O:45])=[O:44]. Product: [CH3:42][S:43]([O:1][C@H:2]1[CH2:6][N:5]([C:7]([O:9][CH2:10][C:11]2[CH:16]=[CH:15][C:14]([N+:17]([O-:19])=[O:18])=[CH:13][CH:12]=2)=[O:8])[C@H:4]([C:20]([C:22]2[N:23]=[CH:24][N:25]3[CH:29]=[CH:28][S:27][C:26]=23)=[O:21])[CH2:3]1)(=[O:45])=[O:44]. The catalyst class is: 46. (2) Reactant: [Br:1][C:2]1[CH:3]=[CH:4][C:5]2[N:6]([C:16]3[CH:21]=[CH:20][CH:19]=[C:18]([C:22]4N=N[NH:25][N:26]=4)[CH:17]=3)[C:7]3[C:12]([C:13]=2[CH:14]=1)=[CH:11][C:10]([Br:15])=[CH:9][CH:8]=3.[C:27]([C:31]1[CH:39]=[CH:38][C:34]([C:35](Cl)=[O:36])=[CH:33][CH:32]=1)([CH3:30])([CH3:29])[CH3:28]. Product: [Br:15][C:10]1[CH:9]=[CH:8][C:7]2[N:6]([C:16]3[CH:21]=[CH:20][CH:19]=[C:18]([C:22]4[O:36][C:35]([C:34]5[CH:38]=[CH:39][C:31]([C:27]([CH3:30])([CH3:29])[CH3:28])=[CH:32][CH:33]=5)=[N:25][N:26]=4)[CH:17]=3)[C:5]3[C:13]([C:12]=2[CH:11]=1)=[CH:14][C:2]([Br:1])=[CH:3][CH:4]=3. The catalyst class is: 17.